Dataset: Reaction yield outcomes from USPTO patents with 853,638 reactions. Task: Predict the reaction yield, written as a fraction of the theoretical maximum amount of product (1.0 means a 100% yield; for example, 0.34 means a 34% yield). (1) The reactants are [C:1]([Cl:5])(Cl)(Cl)Cl.[CH2:6]([O:13][C:14]([NH:16][C:17]1[C:26]2[C:21](=[CH:22][CH:23]=[CH:24][CH:25]=2)[C:20]([CH2:27]CO)=[C:19]([N+:30]([O-:32])=[O:31])[CH:18]=1)=[O:15])[C:7]1[CH:12]=[CH:11][CH:10]=[CH:9][CH:8]=1.C1C=CC(P(C2C=CC=CC=2)C2C=CC=CC=2)=CC=1. The catalyst is C(Cl)Cl. The product is [CH2:6]([O:13][C:14]([NH:16][C:17]1[C:26]2[C:21](=[CH:22][CH:23]=[CH:24][CH:25]=2)[C:20]([CH2:27][CH2:1][Cl:5])=[C:19]([N+:30]([O-:32])=[O:31])[CH:18]=1)=[O:15])[C:7]1[CH:12]=[CH:11][CH:10]=[CH:9][CH:8]=1. The yield is 0.960. (2) The reactants are [CH3:1][C:2]1[CH:10]=[C:9]([O:11][CH3:12])[CH:8]=[C:7]([O:13][CH3:14])[C:3]=1[C:4]([OH:6])=O.[C:15](Cl)(=[O:19])[C:16](Cl)=O.Cl.[CH3:22][NH2:23]. The catalyst is C(Cl)Cl. The product is [OH:19][C:15]1[CH:16]=[CH:4][C:3]([C:22]2[NH:23][C:4](=[O:6])[C:3]3[C:2]([CH:1]=2)=[CH:10][C:9]([O:11][CH3:12])=[CH:8][C:7]=3[O:13][CH3:14])=[CH:2][CH:1]=1. The yield is 0.430. (3) The reactants are [Br:1][C:2]1[CH:3]=[C:4]([N+:9]([O-:11])=[O:10])[C:5]([OH:8])=[N:6][CH:7]=1.[CH3:12]N(C=O)C.C(=O)([O-])[O-].[K+].[K+].CI. The catalyst is O. The product is [Br:1][C:2]1[CH:3]=[C:4]([N+:9]([O-:11])=[O:10])[C:5](=[O:8])[N:6]([CH3:12])[CH:7]=1. The yield is 0.850. (4) The reactants are Cl[C:2]1[N:7]=[C:6]([S:8][CH3:9])[N:5]=[C:4]([NH:10][C@@H:11]2[CH2:16][CH2:15][C@H:14]([NH:17][C:18](=[O:27])[C:19]3[CH:24]=[CH:23][C:22]([F:25])=[C:21]([F:26])[CH:20]=3)[CH2:13][CH2:12]2)[CH:3]=1.C[CH2:29][N:30](C(C)C)[CH:31](C)C.CNC.[C:40]([OH:46])([C:42]([F:45])([F:44])[F:43])=[O:41]. The catalyst is CC(O)C. The product is [F:43][C:42]([F:45])([F:44])[C:40]([OH:46])=[O:41].[CH3:29][N:30]([CH3:31])[C:2]1[N:7]=[C:6]([S:8][CH3:9])[N:5]=[C:4]([NH:10][C@@H:11]2[CH2:16][CH2:15][C@H:14]([NH:17][C:18](=[O:27])[C:19]3[CH:24]=[CH:23][C:22]([F:25])=[C:21]([F:26])[CH:20]=3)[CH2:13][CH2:12]2)[CH:3]=1. The yield is 0.190. (5) The reactants are C(S[C:4]1[NH:13][C:12](=[O:14])[C:11]2[C:6](=[CH:7][C:8]([I:15])=[CH:9][CH:10]=2)[N:5]=1)C.Cl.C([OH:19])C. No catalyst specified. The product is [I:15][C:8]1[CH:7]=[C:6]2[C:11]([C:12](=[O:14])[NH:13][C:4](=[O:19])[NH:5]2)=[CH:10][CH:9]=1. The yield is 0.960. (6) The reactants are [OH:1][C@@:2]1([C:9]#[C:10][C:11]2[CH:12]=[C:13]([N:17]3[C:21]4[O:22][CH2:23][CH2:24][CH2:25][C:20]=4[C:19]([C:26]([O:28]CC)=O)=[N:18]3)[CH:14]=[CH:15][CH:16]=2)[CH2:6][CH2:5][N:4]([CH3:7])[C:3]1=[O:8].[NH3:31]. The catalyst is CO. The product is [OH:1][C@@:2]1([C:9]#[C:10][C:11]2[CH:12]=[C:13]([N:17]3[C:21]4[O:22][CH2:23][CH2:24][CH2:25][C:20]=4[C:19]([C:26]([NH2:31])=[O:28])=[N:18]3)[CH:14]=[CH:15][CH:16]=2)[CH2:6][CH2:5][N:4]([CH3:7])[C:3]1=[O:8]. The yield is 0.140. (7) No catalyst specified. The product is [CH2:1]([C:3]1[N:12]([CH2:15][CH2:16][O:17][C:18]2[CH:19]=[CH:20][C:21]([N+:24]([O-:26])=[O:25])=[CH:22][CH:23]=2)[C:11](=[O:13])[C:10]2[C:5](=[CH:6][CH:7]=[CH:8][CH:9]=2)[N:4]=1)[CH3:2]. The reactants are [CH2:1]([C:3]1[NH:12][C:11](=[O:13])[C:10]2[C:5](=[CH:6][CH:7]=[CH:8][CH:9]=2)[N:4]=1)[CH3:2].Br[CH2:15][CH2:16][O:17][C:18]1[CH:23]=[CH:22][C:21]([N+:24]([O-:26])=[O:25])=[CH:20][CH:19]=1.C([O-])([O-])=O.[K+].[K+]. The yield is 0.640. (8) The reactants are [N:1]1([CH2:8][CH2:9][O:10][C:11]2[CH:38]=[CH:37][C:14]([C:15]([C:17]3[C:26]4[C:21](=[CH:22][C:23]([O:27][CH3:28])=[CH:24][CH:25]=4)[CH:20]=[CH:19][C:18]=3OS(C(F)(F)F)(=O)=O)=[O:16])=[CH:13][CH:12]=2)[CH2:7][CH2:6][CH2:5][CH2:4][CH2:3][CH2:2]1.[F:39][C:40]1[CH:45]=[CH:44][CH:43]=[CH:42][C:41]=1B(O)O.[F-].[Cs+]. The catalyst is C(#N)C.Cl[Pd](Cl)([P](C1C=CC=CC=1)(C1C=CC=CC=1)C1C=CC=CC=1)[P](C1C=CC=CC=1)(C1C=CC=CC=1)C1C=CC=CC=1. The product is [N:1]1([CH2:8][CH2:9][O:10][C:11]2[CH:38]=[CH:37][C:14]([C:15]([C:17]3[C:26]4[C:21](=[CH:22][C:23]([O:27][CH3:28])=[CH:24][CH:25]=4)[CH:20]=[CH:19][C:18]=3[C:41]3[CH:42]=[CH:43][CH:44]=[CH:45][C:40]=3[F:39])=[O:16])=[CH:13][CH:12]=2)[CH2:7][CH2:6][CH2:5][CH2:4][CH2:3][CH2:2]1. The yield is 0.720. (9) The reactants are [CH3:1][C:2]1[C:16](=[O:17])[N:15]=[C:14]2[N:4]([C@@H:5]3[O:9][C@H:8]([CH2:10][OH:11])[C@@H:7]([OH:12])[C@@H:6]3[O:13]2)[CH:3]=1.[CH3:18][O:19][CH2:20][CH2:21][O:22]B([O:22][CH2:21][CH2:20][O:19][CH3:18])[O:22][CH2:21][CH2:20][O:19][CH3:18]. The catalyst is COCCO. The product is [CH3:18][O:19][CH2:20][CH2:21][O:22][C@@H:6]1[C@H:7]([OH:12])[C@@H:8]([CH2:10][OH:11])[O:9][C@H:5]1[N:4]1[CH:3]=[C:2]([CH3:1])[C:16](=[O:17])[NH:15][C:14]1=[O:13]. The yield is 0.630. (10) The catalyst is C(O)(=O)C. The product is [Br:14][C:9]1[CH:10]=[C:4]([N+:1]([O-:3])=[O:2])[C:5]([NH2:6])=[C:7]([N+:11]([O-:13])=[O:12])[CH:8]=1. The yield is 0.860. The reactants are [N+:1]([C:4]1[CH:10]=[CH:9][CH:8]=[C:7]([N+:11]([O-:13])=[O:12])[C:5]=1[NH2:6])([O-:3])=[O:2].[Br:14]Br.